Dataset: Catalyst prediction with 721,799 reactions and 888 catalyst types from USPTO. Task: Predict which catalyst facilitates the given reaction. Reactant: [C:1]1([C:7]2[O:11][N:10]=[C:9]([C:12]([O:14]C)=[O:13])[C:8]=2[CH2:16][CH2:17][C:18]([F:21])([F:20])[F:19])[CH:6]=[CH:5][CH:4]=[CH:3][CH:2]=1.[OH-].[Na+].C(O)(=O)C. Product: [C:1]1([C:7]2[O:11][N:10]=[C:9]([C:12]([OH:14])=[O:13])[C:8]=2[CH2:16][CH2:17][C:18]([F:20])([F:21])[F:19])[CH:2]=[CH:3][CH:4]=[CH:5][CH:6]=1. The catalyst class is: 5.